From a dataset of Full USPTO retrosynthesis dataset with 1.9M reactions from patents (1976-2016). Predict the reactants needed to synthesize the given product. (1) Given the product [CH2:38]([O:39][CH:40]([C:42]1[C:51]2[C:46](=[CH:47][CH:48]=[C:49]([C:52]3[CH:57]=[CH:56][CH:55]=[CH:54][C:53]=3[O:58][CH3:59])[CH:50]=2)[NH:45][C:44]([CH3:61])([CH3:60])[CH:43]=1)[CH3:41])/[CH:37]=[CH:31]/[CH3:32], predict the reactants needed to synthesize it. The reactants are: C(OC(N1C2C(=CC(C3C=CC=CC=3OC)=CC=2)C(C(O)C)=CC1(C)C)=O)(C)(C)C.[CH:31]1([CH2:37][CH2:38][O:39][CH:40]([C:42]2[C:51]3[C:46](=[CH:47][CH:48]=[C:49]([C:52]4[CH:57]=[CH:56][CH:55]=[CH:54][C:53]=4[O:58][CH3:59])[CH:50]=3)[NH:45][C:44]([CH3:61])([CH3:60])[CH:43]=2)[CH3:41])CCCC[CH2:32]1.C[Si]([N-][Si](C)(C)C)(C)C.[Na+].C1(CCBr)CCCCC1. (2) Given the product [OH:15][CH2:14][CH2:13][N:3]1[CH2:4][C:5]2[CH:12]=[CH:11][CH:10]=[CH:9][C:6]=2[NH:7][CH2:8][C:2]1=[O:1], predict the reactants needed to synthesize it. The reactants are: [O:1]=[C:2]1[CH2:8][NH:7][C:6]2[CH:9]=[CH:10][CH:11]=[CH:12][C:5]=2[CH2:4][N:3]1[CH2:13][C:14](O)=[O:15].CN1CCOCC1.ClC(OCC(C)C)=O.[H-].[Na+]. (3) Given the product [N:19]1([CH2:15][C:8]2[CH:3]=[CH:4][C:5]([NH2:9])=[CH:6][CH:7]=2)[CH2:20][CH2:21][CH2:22][CH2:26]1, predict the reactants needed to synthesize it. The reactants are: C([C:3]1[CH:4]=[C:5]([NH2:9])[CH:6]=[CH:7][CH:8]=1)#C.ClC1C(C#N)=[C:15]([NH:19][C:20]2C=CC=[C:22]([C:26]#C)[CH:21]=2)N=CN=1.C(C1C=C(N2C3C4C(=C(C(O)=O)SC=4N=CN=3)NC2=O)C=CC=1)#C.N1CCCC1.ClCC1C=CC([N+]([O-])=O)=CC=1. (4) Given the product [C:19]1([O:18][C:16](=[O:17])[NH:1][C:2]2[CH:7]=[N:6][C:5]([CH3:8])=[CH:4][N:3]=2)[CH:24]=[CH:23][CH:22]=[CH:21][CH:20]=1, predict the reactants needed to synthesize it. The reactants are: [NH2:1][C:2]1[CH:7]=[N:6][C:5]([CH3:8])=[CH:4][N:3]=1.N1C=CC=CC=1.Cl[C:16]([O:18][C:19]1[CH:24]=[CH:23][CH:22]=[CH:21][CH:20]=1)=[O:17].